Predict the reactants needed to synthesize the given product. From a dataset of Full USPTO retrosynthesis dataset with 1.9M reactions from patents (1976-2016). (1) Given the product [NH2:21][CH:22]([C:35]1[CH:40]=[CH:39][C:38]([S:41][CH2:42][CH:43]2[CH2:45][CH2:44]2)=[CH:37][CH:36]=1)[C@H:23]1[CH2:27][CH2:26][CH2:25][N:24]1[C:28]([O:30][C:31]([CH3:34])([CH3:33])[CH3:32])=[O:29], predict the reactants needed to synthesize it. The reactants are: C(S(/N=C/[C@H]1CCCN1C(OC(C)(C)C)=O)=O)(C)(C)C.[NH2:21][CH:22]([C:35]1[CH:40]=[CH:39][C:38]([S:41][CH2:42][CH:43]2[CH2:45][CH2:44]2)=[CH:37][CH:36]=1)[C@@H:23]1[CH2:27][CH2:26][CH2:25][N:24]1[C:28]([O:30][C:31]([CH3:34])([CH3:33])[CH3:32])=[O:29]. (2) Given the product [CH2:14]([N:12]1[CH2:11][CH2:10][CH:9]([CH2:8][NH2:7])[O:13]1)[C:15]1[CH:16]=[CH:17][CH:18]=[CH:19][CH:20]=1, predict the reactants needed to synthesize it. The reactants are: C(OC(=O)[NH:7][CH2:8][CH:9]1[O:13][N:12]([CH2:14][C:15]2[CH:20]=[CH:19][CH:18]=[CH:17][CH:16]=2)[CH2:11][CH2:10]1)(C)(C)C.FC(F)(F)C(O)=O.